From a dataset of Full USPTO retrosynthesis dataset with 1.9M reactions from patents (1976-2016). Predict the reactants needed to synthesize the given product. (1) Given the product [C:14]([NH:1][C:2]1[CH:11]=[CH:10][C:5]([C:6]([O:8][CH3:9])=[O:7])=[C:4]([O:12][CH3:13])[CH:3]=1)(=[O:16])[CH3:15], predict the reactants needed to synthesize it. The reactants are: [NH2:1][C:2]1[CH:11]=[CH:10][C:5]([C:6]([O:8][CH3:9])=[O:7])=[C:4]([O:12][CH3:13])[CH:3]=1.[C:14](OC(=O)C)(=[O:16])[CH3:15]. (2) Given the product [CH3:20][C@H:21]1[CH2:22][CH2:23][C@H:24]([CH3:26])[N:25]1[CH2:9][CH2:10][CH2:18][O:19][N:17]1[CH2:16][CH2:15][N:11]2[C:12]3[CH:13]=[CH:14][CH:6]=[CH:7][C:8]=3[CH:9]=[C:10]2[C:18]1=[O:19], predict the reactants needed to synthesize it. The reactants are: ClCCCO[C:6]1[CH:14]=[CH:13][C:12]2[N:11]3[CH2:15][CH2:16][NH:17][C:18](=[O:19])[C:10]3=[CH:9][C:8]=2[CH:7]=1.[CH3:20][C@H:21]1[NH:25][C@H:24]([CH3:26])[CH2:23][CH2:22]1. (3) Given the product [Cl:1][C:2]1[CH:3]=[CH:4][C:5]([N:15]2[CH:19]=[C:18]([Cl:20])[N:17]=[N:16]2)=[C:6]([C:8]2[N:13]=[CH:12][N:11]([C@@H:57]3[C:73]4[CH:74]=[C:69]([CH:70]=[CH:71][N:72]=4)[C:68]4[N:67]([CH:75]([F:76])[F:77])[N:66]=[CH:65][C:64]=4[NH:63][C:62](=[O:78])[C@H:61]([CH3:79])[CH2:60][CH2:59][CH2:58]3)[C:10](=[O:14])[CH:9]=2)[CH:7]=1, predict the reactants needed to synthesize it. The reactants are: [Cl:1][C:2]1[CH:3]=[CH:4][C:5]([N:15]2[CH:19]=[C:18]([Cl:20])[N:17]=[N:16]2)=[C:6]([C:8]2[N:13]=[CH:12][N:11]=[C:10]([OH:14])[CH:9]=2)[CH:7]=1.CN(C(ON1N=NC2C=CC=NC1=2)=[N+](C)C)C.F[P-](F)(F)(F)(F)F.C1CCN2C(=NCCC2)CC1.N[C@@H:57]1[C:73]2[CH:74]=[C:69]([CH:70]=[CH:71][N:72]=2)[C:68]2[N:67]([CH:75]([F:77])[F:76])[N:66]=[CH:65][C:64]=2[NH:63][C:62](=[O:78])[C@H:61]([CH3:79])[CH2:60][CH2:59][CH2:58]1. (4) Given the product [CH2:11]([O:18][C:19]1[CH:20]=[CH:21][C:22]([O:25][C:2]2[C:3]3[N:10]([CH:27]4[CH2:28][N:29]([C:31](=[O:33])[CH:38]=[CH2:39])[CH2:30]4)[CH:9]=[CH:8][C:4]=3[N:5]=[CH:6][N:7]=2)=[CH:23][CH:24]=1)[C:12]1[CH:13]=[CH:14][CH:15]=[CH:16][CH:17]=1, predict the reactants needed to synthesize it. The reactants are: Cl[C:2]1[C:3]2[NH:10][CH:9]=[CH:8][C:4]=2[N:5]=[CH:6][N:7]=1.[CH2:11]([O:18][C:19]1[CH:24]=[CH:23][C:22]([OH:25])=[CH:21][CH:20]=1)[C:12]1[CH:17]=[CH:16][CH:15]=[CH:14][CH:13]=1.O[CH:27]1[CH2:30][N:29]([C:31]([O:33]C(C)(C)C)=O)[CH2:28]1.[C:38](Cl)(=O)[CH:39]=C.